From a dataset of Full USPTO retrosynthesis dataset with 1.9M reactions from patents (1976-2016). Predict the reactants needed to synthesize the given product. (1) Given the product [OH:8][C:9]1[CH:10]=[CH:11][C:12]([CH2:15][C@H:16]([NH:42][C:43](=[O:55])[C@@H:44]([N:46]([CH3:54])[C:47](=[O:53])[O:48][C:49]([CH3:50])([CH3:51])[CH3:52])[CH3:45])[C:17](=[O:41])[N:18]2[C@H:27]([C:28](=[O:40])[NH:29][C@H:30]3[C:39]4[C:34](=[CH:35][CH:36]=[CH:37][CH:38]=4)[CH2:33][CH2:32][CH2:31]3)[CH2:26][C:25]3[C:20](=[CH:21][CH:22]=[CH:23][CH:24]=3)[CH2:19]2)=[CH:13][CH:14]=1, predict the reactants needed to synthesize it. The reactants are: C([O:8][C:9]1[CH:14]=[CH:13][C:12]([CH2:15][C@H:16]([NH:42][C:43](=[O:55])[C@@H:44]([N:46]([CH3:54])[C:47](=[O:53])[O:48][C:49]([CH3:52])([CH3:51])[CH3:50])[CH3:45])[C:17](=[O:41])[N:18]2[C@H:27]([C:28](=[O:40])[NH:29][C@H:30]3[C:39]4[C:34](=[CH:35][CH:36]=[CH:37][CH:38]=4)[CH2:33][CH2:32][CH2:31]3)[CH2:26][C:25]3[C:20](=[CH:21][CH:22]=[CH:23][CH:24]=3)[CH2:19]2)=[CH:11][CH:10]=1)C1C=CC=CC=1.CCOC(C)=O. (2) Given the product [C:15]1([C:14]2[NH:1][C:2]3[CH:7]=[C:6]([S:9]([OH:11])(=[O:13])=[O:10])[CH:5]=[CH:4][C:3]=3[N:8]=2)[CH:20]=[CH:19][CH:18]=[CH:17][CH:16]=1, predict the reactants needed to synthesize it. The reactants are: [NH2:1][C:2]1[CH:7]=[CH:6][CH:5]=[CH:4][C:3]=1[NH2:8].[S:9](=[O:13])(=O)([OH:11])[OH:10].[C:14](O)(=O)[C:15]1[CH:20]=[CH:19][CH:18]=[CH:17][CH:16]=1. (3) Given the product [Cl:17][C:14]1[CH:13]=[CH:12][C:11]([C:8]2[CH:9]=[CH:10][C:5]([C:3]([OH:4])=[O:2])=[C:6]([O:18][CH3:19])[CH:7]=2)=[CH:16][CH:15]=1, predict the reactants needed to synthesize it. The reactants are: C[O:2][C:3]([C:5]1[CH:10]=[CH:9][C:8]([C:11]2[CH:16]=[CH:15][C:14]([Cl:17])=[CH:13][CH:12]=2)=[CH:7][C:6]=1[O:18][CH3:19])=[O:4].O.[Li+].[OH-]. (4) Given the product [C:21]([N:25]1[C:29]([Cl:30])=[C:28]([N:31]([CH2:32][CH3:33])[C:5](=[O:7])[CH:4]([S:3][CH2:1][CH3:2])[CH3:8])[CH:27]=[N:26]1)([CH3:24])([CH3:23])[CH3:22], predict the reactants needed to synthesize it. The reactants are: [CH2:1]([S:3][CH:4]([CH3:8])[C:5]([OH:7])=O)[CH3:2].C(Cl)(=O)C(Cl)=O.CN(C)C=O.Cl.[C:21]([N:25]1[C:29]([Cl:30])=[C:28]([NH:31][CH2:32][CH3:33])[CH:27]=[N:26]1)([CH3:24])([CH3:23])[CH3:22]. (5) Given the product [CH2:43]([N:8]([CH2:1][C:2]1[CH:3]=[CH:4][CH:5]=[CH:6][CH:7]=1)[C@@H:9]1[CH2:15][CH2:14][C@@H:13]2[N:16]([CH2:17][C:18]3[CH:23]=[CH:22][CH:21]=[CH:20][CH:19]=3)[C@@:10]1([C:31]1[CH:32]=[CH:33][CH:34]=[CH:35][CH:36]=1)[CH2:11][C@H:12]2[C:24]([OH:26])=[O:25])[C:44]1[CH:49]=[CH:48][CH:47]=[CH:46][CH:45]=1, predict the reactants needed to synthesize it. The reactants are: [CH2:1]([NH:8][C@@H:9]1[CH2:15][CH2:14][C@@H:13]2[N:16]([CH2:17][C:18]3[CH:23]=[CH:22][CH:21]=[CH:20][CH:19]=3)[C@@:10]1([C:31]1[CH:36]=[CH:35][CH:34]=[CH:33][CH:32]=1)[CH2:11][C@H:12]2[C:24]([O:26]C(C)(C)C)=[O:25])[C:2]1[CH:7]=[CH:6][CH:5]=[CH:4][CH:3]=1.C(=O)([O-])[O-].[K+].[K+].[CH2:43](Br)[C:44]1[CH:49]=[CH:48][CH:47]=[CH:46][CH:45]=1.O. (6) Given the product [Cl:1][C:2]1[CH:24]=[C:23]([Cl:25])[CH:22]=[CH:21][C:3]=1[CH2:4][N:5]1[C:9]([CH2:10][CH2:11][CH2:12][OH:13])=[CH:8][C:7]([O:17][CH2:18][O:19][CH3:20])=[N:6]1, predict the reactants needed to synthesize it. The reactants are: [Cl:1][C:2]1[CH:24]=[C:23]([Cl:25])[CH:22]=[CH:21][C:3]=1[CH2:4][N:5]1[C:9]([CH2:10][CH2:11][C:12](OCC)=[O:13])=[CH:8][C:7]([O:17][CH2:18][O:19][CH3:20])=[N:6]1.[H-].C([Al+]CC(C)C)C(C)C.C(O)C.[Cl-].[NH4+].